From a dataset of Reaction yield outcomes from USPTO patents with 853,638 reactions. Predict the reaction yield, written as a fraction of the theoretical maximum amount of product (1.0 means a 100% yield; for example, 0.34 means a 34% yield). (1) The reactants are [C:1]([O:5][C:6](=[O:36])[NH:7][CH2:8][CH2:9][CH2:10][N:11]([C:29]([O:31][C:32]([CH3:35])([CH3:34])[CH3:33])=[O:30])[CH:12]([C:14]1[CH:19]=[CH:18][C:17](B2OC(C)(C)C(C)(C)O2)=[CH:16][CH:15]=1)[CH3:13])([CH3:4])([CH3:3])[CH3:2].[NH2:37][C:38]1[C:43]([I:44])=[CH:42][NH:41][C:40](=[O:45])[N:39]=1.CO.CN(C)CCN(C)C. The catalyst is CC([O-])=O.CC([O-])=O.[Cu+2].O. The product is [C:1]([O:5][C:6](=[O:36])[NH:7][CH2:8][CH2:9][CH2:10][N:11]([CH:12]([C:14]1[CH:15]=[CH:16][C:17]([N:41]2[CH:42]=[C:43]([I:44])[C:38]([NH2:37])=[N:39][C:40]2=[O:45])=[CH:18][CH:19]=1)[CH3:13])[C:29]([O:31][C:32]([CH3:34])([CH3:35])[CH3:33])=[O:30])([CH3:2])([CH3:3])[CH3:4]. The yield is 0.870. (2) The reactants are [CH3:1][C:2]1[S:3][C:4]2[CH:10]=[C:9]([CH:11]=[CH:12][C:13]#[N:14])[CH:8]=[CH:7][C:5]=2[N:6]=1.[CH3:15][C:16]([O:19][C:20](O[C:20]([O:19][C:16]([CH3:18])([CH3:17])[CH3:15])=[O:21])=[O:21])([CH3:18])[CH3:17].[BH4-].[Na+]. The catalyst is CO.Cl[Ni]Cl. The product is [C:16]([O:19][C:20](=[O:21])[NH:14][CH2:13][CH2:12][CH2:11][C:9]1[CH:8]=[CH:7][C:5]2[N:6]=[C:2]([CH3:1])[S:3][C:4]=2[CH:10]=1)([CH3:18])([CH3:17])[CH3:15]. The yield is 0.360. (3) The reactants are [C:1]([CH2:3][N:4]([C:11]1[CH:16]=[CH:15][C:14]([Cl:17])=[C:13]([Cl:18])[CH:12]=1)[CH2:5][C:6]([O:8]CC)=[O:7])#[N:2].[Li+].[OH-].FC(F)(F)C(O)=O.Cl.O1CCOCC1. The catalyst is C1COCC1.O.CC#N.O. The product is [C:1]([CH2:3][N:4]([C:11]1[CH:16]=[CH:15][C:14]([Cl:17])=[C:13]([Cl:18])[CH:12]=1)[CH2:5][C:6]([OH:8])=[O:7])#[N:2]. The yield is 0.960. (4) The reactants are [OH:1][CH2:2][CH2:3][CH2:4][O:5][C@H:6]1[CH2:11][CH2:10][C@H:9]([N:12]2[C:17](=[O:18])[C:16]([CH2:19][C:20]3[CH:25]=[CH:24][C:23]([C:26]4[C:27]([C:32]#[N:33])=[CH:28][CH:29]=[CH:30][CH:31]=4)=[CH:22][CH:21]=3)=[C:15]([CH2:34][CH2:35][CH3:36])[N:14]3[N:37]=[CH:38][N:39]=[C:13]23)[CH2:8][CH2:7]1.FC(F)(F)S(O[Si](C(C)(C)C)(C)C)(=O)=O.[N:55]1C(C)=CC=CC=1C.[Cl-].O[NH3+].[C:66](=[O:69])([O-])[OH:67].[Na+]. The catalyst is C(OCC)(=O)C.CS(C)=O.O1CCCC1. The product is [OH:1][CH2:2][CH2:3][CH2:4][O:5][C@H:6]1[CH2:11][CH2:10][C@H:9]([N:12]2[C:17](=[O:18])[C:16]([CH2:19][C:20]3[CH:21]=[CH:22][C:23]([C:26]4[CH:31]=[CH:30][CH:29]=[CH:28][C:27]=4[C:32]4[NH:55][C:66](=[O:69])[O:67][N:33]=4)=[CH:24][CH:25]=3)=[C:15]([CH2:34][CH2:35][CH3:36])[N:14]3[N:37]=[CH:38][N:39]=[C:13]23)[CH2:8][CH2:7]1. The yield is 0.490.